Dataset: Full USPTO retrosynthesis dataset with 1.9M reactions from patents (1976-2016). Task: Predict the reactants needed to synthesize the given product. (1) The reactants are: [Cl:1][C:2]1[CH:7]=[C:6](I)[CH:5]=[C:4]([Cl:9])[N:3]=1.CC1(C)C(C)(C)OB([C:18]2[CH2:19][N:20]([C:23]([O:25][C:26]([CH3:29])([CH3:28])[CH3:27])=[O:24])[CH2:21][CH:22]=2)O1.C(=O)([O-])[O-].[K+].[K+]. Given the product [Cl:1][C:2]1[CH:7]=[C:6]([C:22]2[CH2:21][N:20]([C:23]([O:25][C:26]([CH3:29])([CH3:28])[CH3:27])=[O:24])[CH2:19][CH:18]=2)[CH:5]=[C:4]([Cl:9])[N:3]=1, predict the reactants needed to synthesize it. (2) Given the product [CH3:18][O:17][CH2:16][CH2:15][NH:14][C:12]([C:9]1[CH:8]=[CH:7][C:6]2[C:11](=[C:2]([C:22]3[CH:23]=[CH:24][CH:25]=[CH:26][C:21]=3[O:20][CH3:19])[CH:3]=[N:4][CH:5]=2)[N:10]=1)=[O:13], predict the reactants needed to synthesize it. The reactants are: Br[C:2]1[CH:3]=[N:4][CH:5]=[C:6]2[C:11]=1[N:10]=[C:9]([C:12]([NH:14][CH2:15][CH2:16][O:17][CH3:18])=[O:13])[CH:8]=[CH:7]2.[CH3:19][O:20][C:21]1[CH:26]=[CH:25][CH:24]=[CH:23][C:22]=1B(O)O.C(=O)([O-])[O-].[Cs+].[Cs+]. (3) Given the product [C:18]([C@H:19]1[CH2:22][CH2:21][C@H:20]2[C@@:23]3([CH:48]=[CH2:49])[C@H:32]([C@@H:33]([CH2:35][CH2:36][CH2:37][CH2:38][CH2:39][C:40]([C:41]([F:44])([F:43])[F:42])([O:45][Si:5]([CH3:6])([CH3:7])[CH3:8])[C:41]([F:42])([F:44])[F:43])[CH2:34][C@:18]12[CH2:17][O:16][SiH:9]([CH3:10])[CH3:11])[C:31]1[CH:30]=[CH:29][C:28]([O:46][CH3:47])=[CH:27][C:26]=1[CH2:25][CH2:24]3)([CH3:20])([CH3:19])[CH3:17], predict the reactants needed to synthesize it. The reactants are: FC([Si:5]([CH3:8])([CH3:7])[CH3:6])(F)F.[Si:9]([O:16][C@H:17]1[CH2:22][CH2:21][C@H:20]2[C@@:23]3([CH:48]=[CH2:49])[C@H:32]([C@@H:33]([CH2:35][CH2:36][CH2:37][CH2:38][CH2:39][C:40](=[O:45])[C:41]([F:44])([F:43])[F:42])[CH2:34][C@:18]12[CH3:19])[C:31]1[CH:30]=[CH:29][C:28]([O:46][CH3:47])=[CH:27][C:26]=1[CH2:25][CH2:24]3)(C(C)(C)C)([CH3:11])[CH3:10]. (4) Given the product [Cl:22][CH2:23][CH2:24][CH2:25][CH2:26][CH:8]([C:3]1[CH:4]=[CH:5][CH:6]=[CH:7][C:2]=1[F:1])[C:9]([OH:11])=[O:10], predict the reactants needed to synthesize it. The reactants are: [F:1][C:2]1[CH:7]=[CH:6][CH:5]=[CH:4][C:3]=1[CH2:8][C:9]([OH:11])=[O:10].C[Si]([N-][Si](C)(C)C)(C)C.[Na+].[Cl:22][CH2:23][CH2:24][CH2:25][CH2:26]I. (5) Given the product [Cl:1][C:36]1[CH:30]=[CH:31][C:32]([N:33]2[CH:6]=[N:2][N:3]=[N:4]2)=[C:34](/[CH:16]=[CH:15]/[C:14]([NH:23][C@H:15]([C:14](=[O:24])[NH:13][C:9]2[CH:10]=[CH:11][CH:12]=[C:7]([C:6]3[NH:2][N:3]=[N:4][N:5]=3)[CH:8]=2)[CH2:16][C:17]2[CH:22]=[CH:21][CH:20]=[CH:19][CH:18]=2)=[O:24])[CH:35]=1.[NH2:33][C:32]1[CH:31]=[C:30]2[C:36](=[CH:35][CH:34]=1)[NH:26][N:25]=[CH:29]2, predict the reactants needed to synthesize it. The reactants are: [ClH:1].[NH:2]1[C:6]([C:7]2[CH:8]=[C:9]([NH:13][C:14](=[O:24])[C@@H:15]([NH2:23])[CH2:16][C:17]3[CH:22]=[CH:21][CH:20]=[CH:19][CH:18]=3)[CH:10]=[CH:11][CH:12]=2)=[N:5][N:4]=[N:3]1.[NH:25]1[C:29]([C:30]2[CH:31]=[C:32]([CH:34]=[CH:35][CH:36]=2)[NH2:33])=NN=[N:26]1.